This data is from Ames mutagenicity test results for genotoxicity prediction. The task is: Regression/Classification. Given a drug SMILES string, predict its toxicity properties. Task type varies by dataset: regression for continuous values (e.g., LD50, hERG inhibition percentage) or binary classification for toxic/non-toxic outcomes (e.g., AMES mutagenicity, cardiotoxicity, hepatotoxicity). Dataset: ames. (1) The molecule is CCC(=O)C1c2cccc(O)c2C(=O)c2c(O)cccc21. The result is 1 (mutagenic). (2) The drug is CCc1ccc2c(c1[N+](=O)[O-])C(=O)c1ccccc1C2=O. The result is 1 (mutagenic). (3) The compound is O=C(O)C(F)(F)C(F)(Cl)C(F)(F)C(F)(Cl)C(F)(F)C(F)(Cl)C(F)(F)Cl. The result is 0 (non-mutagenic). (4) The compound is COc1ccc2c(c1)C(=O)c1nccc3cc(OC)c(OC)c-2c13. The result is 1 (mutagenic). (5) The drug is CCN=NO. The result is 1 (mutagenic). (6) The molecule is C=CC(=O)OCCCCOC(=O)C=C. The result is 0 (non-mutagenic).